This data is from Full USPTO retrosynthesis dataset with 1.9M reactions from patents (1976-2016). The task is: Predict the reactants needed to synthesize the given product. (1) Given the product [NH2:1][C:2]1[CH:7]=[C:6]([F:8])[C:5]([F:9])=[CH:4][C:3]=1[NH:10][C:18]([NH:17][C:13]1[C:12]([Cl:11])=[CH:16][S:15][CH:14]=1)=[S:19], predict the reactants needed to synthesize it. The reactants are: [NH2:1][C:2]1[CH:7]=[C:6]([F:8])[C:5]([F:9])=[CH:4][C:3]=1[NH2:10].[Cl:11][C:12]1[C:13]([N:17]=[C:18]=[S:19])=[CH:14][S:15][CH:16]=1. (2) Given the product [Br:1][C:2]1[CH:3]=[N:4][C:5]([O:32][CH2:31][CH2:30][O:29][C:25]2[C:24]([C:33]3[CH:34]=[CH:35][CH:36]=[CH:37][CH:38]=3)=[C:23]([NH:22][S:19]([C:16]3[CH:17]=[CH:18][C:13]([C:9]([CH3:11])([CH3:10])[CH3:12])=[CH:14][CH:15]=3)(=[O:20])=[O:21])[N:27]([CH3:28])[N:26]=2)=[N:6][CH:7]=1, predict the reactants needed to synthesize it. The reactants are: [Br:1][C:2]1[CH:3]=[N:4][C:5](Cl)=[N:6][CH:7]=1.[C:9]([C:13]1[CH:18]=[CH:17][C:16]([S:19]([NH:22][C:23]2[N:27]([CH3:28])[N:26]=[C:25]([O:29][CH2:30][CH2:31][OH:32])[C:24]=2[C:33]2[CH:38]=[CH:37][CH:36]=[CH:35][CH:34]=2)(=[O:21])=[O:20])=[CH:15][CH:14]=1)([CH3:12])([CH3:11])[CH3:10]. (3) Given the product [CH3:1][C:2]1[N:7]=[CH:6][C:5]([O:8][CH2:16][CH2:17][CH2:18][CH2:19][S:20][C:21]2[C:30]3[C:25](=[CH:26][C:27]([C:31]([F:33])([F:32])[F:34])=[CH:28][CH:29]=3)[N:24]=[CH:23][CH:22]=2)=[CH:4][CH:3]=1, predict the reactants needed to synthesize it. The reactants are: [CH3:1][C:2]1[N:7]=[CH:6][C:5]([OH:8])=[CH:4][CH:3]=1.C([O-])([O-])=O.[Cs+].[Cs+].Br[CH2:16][CH2:17][CH2:18][CH2:19][S:20][C:21]1[C:30]2[C:25](=[CH:26][C:27]([C:31]([F:34])([F:33])[F:32])=[CH:28][CH:29]=2)[N:24]=[CH:23][CH:22]=1. (4) Given the product [C:22]([N:16]1[C:15](=[O:26])[C:14]2[N:8]3[CH2:7][CH2:6][C:5]4[CH:4]=[C:3]([O:32][CH3:33])[C:2]([C:39]5[CH:44]=[N:43][CH:42]=[CH:41][N:40]=5)=[CH:11][C:10]=4[C:9]3=[C:12]([C:27]3[S:31][CH:30]=[N:29][CH:28]=3)[C:13]=2[CH2:21][O:20][CH2:19][CH2:18][CH2:17]1)([CH3:23])([CH3:24])[CH3:25], predict the reactants needed to synthesize it. The reactants are: Br[C:2]1[C:3]([O:32][CH3:33])=[CH:4][C:5]2[CH2:6][CH2:7][N:8]3[C:14]4[C:15](=[O:26])[N:16]([C:22]([CH3:25])([CH3:24])[CH3:23])[CH2:17][CH2:18][CH2:19][O:20][CH2:21][C:13]=4[C:12]([C:27]4[S:31][CH:30]=[N:29][CH:28]=4)=[C:9]3[C:10]=2[CH:11]=1.C([Sn](CCCC)(CCCC)[C:39]1[CH:44]=[N:43][CH:42]=[CH:41][N:40]=1)CCC.C(OCC)C. (5) Given the product [N:18]1([CH2:23][CH2:24][NH:25][C:26]([C:28]2[C:32]([CH3:33])=[C:31]([CH:34]=[C:10]3[C:9]4[C:13](=[CH:14][CH:15]=[CH:16][C:8]=4[C:5]4[CH:4]=[CH:3][C:2]([Br:1])=[CH:7][CH:6]=4)[NH:12][C:11]3=[O:17])[NH:30][C:29]=2[CH3:36])=[O:27])[CH:22]=[CH:21][N:20]=[N:19]1, predict the reactants needed to synthesize it. The reactants are: [Br:1][C:2]1[CH:7]=[CH:6][C:5]([C:8]2[CH:16]=[CH:15][CH:14]=[C:13]3[C:9]=2[CH2:10][C:11](=[O:17])[NH:12]3)=[CH:4][CH:3]=1.[N:18]1([CH2:23][CH2:24][NH:25][C:26]([C:28]2[C:32]([CH3:33])=[C:31]([CH:34]=O)[NH:30][C:29]=2[CH3:36])=[O:27])[CH:22]=[CH:21][N:20]=[N:19]1.